From a dataset of Peptide-MHC class II binding affinity with 134,281 pairs from IEDB. Regression. Given a peptide amino acid sequence and an MHC pseudo amino acid sequence, predict their binding affinity value. This is MHC class II binding data. (1) The peptide sequence is VIPAGELQVIEKVDAAFKVA. The MHC is DRB3_0202 with pseudo-sequence DRB3_0202. The binding affinity (normalized) is 0.201. (2) The peptide sequence is PCVFIKRVSNVIIHG. The MHC is HLA-DQA10501-DQB10201 with pseudo-sequence HLA-DQA10501-DQB10201. The binding affinity (normalized) is 0.160. (3) The MHC is DRB1_0405 with pseudo-sequence DRB1_0405. The peptide sequence is YDKFLANVSTVLTTK. The binding affinity (normalized) is 0.670. (4) The peptide sequence is GSLKTALTGAMRVTK. The MHC is HLA-DQA10601-DQB10402 with pseudo-sequence HLA-DQA10601-DQB10402. The binding affinity (normalized) is 0.442.